This data is from Reaction yield outcomes from USPTO patents with 853,638 reactions. The task is: Predict the reaction yield, written as a fraction of the theoretical maximum amount of product (1.0 means a 100% yield; for example, 0.34 means a 34% yield). The reactants are Cl[C:2]1[CH:7]=[CH:6][CH:5]=[C:4]([C:8]#[N:9])[N:3]=1.[O-:10][CH2:11][CH3:12].[Na+]. The catalyst is O1CCCC1. The product is [C:8]([C:4]1[CH:5]=[CH:6][CH:7]=[C:2]([O:10][CH2:11][CH3:12])[N:3]=1)#[N:9]. The yield is 0.140.